Task: Predict the product of the given reaction.. Dataset: Forward reaction prediction with 1.9M reactions from USPTO patents (1976-2016) (1) Given the reactants C(OC([N:8]([CH2:16][C:17]1[CH:22]=[CH:21][CH:20]=[C:19]([O:23][CH2:24][C:25]2[CH:30]=[CH:29][CH:28]=[CH:27][CH:26]=2)[CH:18]=1)C(OC(C)(C)C)=O)=O)(C)(C)C.FC(F)(F)C(O)=O.C(=O)(O)[O-].[Na+], predict the reaction product. The product is: [CH2:24]([O:23][C:19]1[CH:18]=[C:17]([CH:22]=[CH:21][CH:20]=1)[CH2:16][NH2:8])[C:25]1[CH:26]=[CH:27][CH:28]=[CH:29][CH:30]=1. (2) Given the reactants [C:1]([C:3]1[CH:14]=[CH:13][C:6]([O:7][CH2:8][CH2:9][C:10]([OH:12])=[O:11])=[CH:5][CH:4]=1)#[N:2].S(Cl)(Cl)=O.[CH3:19]O, predict the reaction product. The product is: [C:1]([C:3]1[CH:14]=[CH:13][C:6]([O:7][CH2:8][CH2:9][C:10]([O:12][CH3:19])=[O:11])=[CH:5][CH:4]=1)#[N:2]. (3) Given the reactants [NH2:1][C:2]1[CH:3]=[CH:4][CH:5]=[C:6]2[C:11]=1[N:10]=[CH:9][CH:8]=[CH:7]2.[F:12][C:13]1[CH:18]=[CH:17][CH:16]=[C:15]([F:19])[C:14]=1[S:20](Cl)(=[O:22])=[O:21], predict the reaction product. The product is: [F:12][C:13]1[CH:18]=[CH:17][CH:16]=[C:15]([F:19])[C:14]=1[S:20]([NH:1][C:2]1[CH:3]=[CH:4][CH:5]=[C:6]2[C:11]=1[N:10]=[CH:9][CH:8]=[CH:7]2)(=[O:22])=[O:21].